From a dataset of Forward reaction prediction with 1.9M reactions from USPTO patents (1976-2016). Predict the product of the given reaction. (1) Given the reactants [CH3:1][O:2][C:3]1[CH:8]=[CH:7][C:6]([CH:9]2N(C)CCN2C)=[CH:5][CH:4]=1.[Li]C(C)(C)C.[Cl:21][C:22]1[CH:33]=[N:32][C:25]2[N:26]=[C:27]([CH3:31])[O:28][C:29](=[O:30])[C:24]=2[CH:23]=1.Cl.CC[O:37]CC, predict the reaction product. The product is: [Cl:21][C:22]1[CH:23]=[C:24]([C:29](=[O:30])[C:5]2[CH:4]=[C:3]([O:2][CH3:1])[CH:8]=[CH:7][C:6]=2[CH:9]=[O:37])[C:25]([NH:26][C:27](=[O:28])[CH3:31])=[N:32][CH:33]=1. (2) Given the reactants [CH2:1]([O:3][C:4](=[O:23])[CH2:5][N:6]([CH:20]1[CH2:22][CH2:21]1)[C:7](=[O:19])[C:8]1[CH:13]=[CH:12][C:11]([O:14][C:15]([F:18])([F:17])[F:16])=[CH:10][CH:9]=1)[CH3:2].[CH3:24][S:25][C:26]1[N:31]=[CH:30][C:29]([C:32](O)=[O:33])=[CH:28][N:27]=1, predict the reaction product. The product is: [CH2:1]([O:3][C:4](=[O:23])[CH:5]([N:6]([CH:20]1[CH2:22][CH2:21]1)[C:7](=[O:19])[C:8]1[CH:9]=[CH:10][C:11]([O:14][C:15]([F:16])([F:17])[F:18])=[CH:12][CH:13]=1)[C:32]([C:29]1[CH:28]=[N:27][C:26]([S:25][CH3:24])=[N:31][CH:30]=1)=[O:33])[CH3:2]. (3) The product is: [Si:1]([O:8][CH2:9][C@@H:10]([C:39]1[CH:44]=[CH:43][CH:42]=[CH:41][C:40]=1[Cl:45])[O:11][C:12]1[CH:16]=[C:15]([N:17]2[C:25]3[CH:24]=[C:23]([CH2:26][O:27][Si:28]([C:31]([CH3:34])([CH3:33])[CH3:32])([CH3:30])[CH3:29])[N:22]=[CH:21][C:20]=3[N:19]=[CH:18]2)[S:14][C:13]=1[C:35]([NH2:46])=[O:37])([C:4]([CH3:7])([CH3:5])[CH3:6])([CH3:2])[CH3:3]. Given the reactants [Si:1]([O:8][CH2:9][C@@H:10]([C:39]1[CH:44]=[CH:43][CH:42]=[CH:41][C:40]=1[Cl:45])[O:11][C:12]1[CH:16]=[C:15]([N:17]2[C:25]3[CH:24]=[C:23]([CH2:26][O:27][Si:28]([C:31]([CH3:34])([CH3:33])[CH3:32])([CH3:30])[CH3:29])[N:22]=[CH:21][C:20]=3[N:19]=[CH:18]2)[S:14][C:13]=1[C:35]([O:37]C)=O)([C:4]([CH3:7])([CH3:6])[CH3:5])([CH3:3])[CH3:2].[NH3:46], predict the reaction product.